From a dataset of Reaction yield outcomes from USPTO patents with 853,638 reactions. Predict the reaction yield, written as a fraction of the theoretical maximum amount of product (1.0 means a 100% yield; for example, 0.34 means a 34% yield). (1) The reactants are [Cl:1][C:2]1[CH:7]=[CH:6][C:5]([C:8]2([OH:41])[CH2:13][CH2:12][N:11]([CH2:14][CH2:15][CH:16]=[C:17]3[C:23]4[CH:24]=[CH:25][CH:26]=[N:27][C:22]=4[CH2:21][O:20][C:19]4[CH:28]=[CH:29][C:30]([O:32][CH2:33][CH2:34][O:35]C(=O)C)=[CH:31][C:18]3=4)[CH2:10][C:9]2([CH3:40])[CH3:39])=[CH:4][CH:3]=1.[OH-].[Na+]. The catalyst is C(O)C.O.C(OCC)(=O)C. The product is [Cl:1][C:2]1[CH:7]=[CH:6][C:5]([C:8]2([OH:41])[CH2:13][CH2:12][N:11]([CH2:14][CH2:15][CH:16]=[C:17]3[C:23]4[CH:24]=[CH:25][CH:26]=[N:27][C:22]=4[CH2:21][O:20][C:19]4[CH:28]=[CH:29][C:30]([O:32][CH2:33][CH2:34][OH:35])=[CH:31][C:18]3=4)[CH2:10][C:9]2([CH3:39])[CH3:40])=[CH:4][CH:3]=1. The yield is 0.600. (2) The reactants are C[O:2][C:3](=[O:22])[C:4]1[CH:18]=[C:17]([N+:19]([O-:21])=[O:20])[CH:16]=[C:6]([C:7]([N:9]([CH2:13][CH2:14][CH3:15])[CH2:10][CH2:11][CH3:12])=[O:8])[CH:5]=1.[OH-].[Li+].O.CO. The catalyst is C1COCC1. The product is [N+:19]([C:17]1[CH:16]=[C:6]([C:7]([N:9]([CH2:13][CH2:14][CH3:15])[CH2:10][CH2:11][CH3:12])=[O:8])[CH:5]=[C:4]([CH:18]=1)[C:3]([OH:22])=[O:2])([O-:21])=[O:20]. The yield is 0.920. (3) The reactants are [NH:1]1[CH:5]=[C:4]([C:6]2[C:7]3[CH:14]=[CH:13][N:12]([CH2:15][O:16][CH2:17][CH2:18][Si:19]([CH3:22])([CH3:21])[CH3:20])[C:8]=3[N:9]=[CH:10][N:11]=2)[CH:3]=[N:2]1.[C:23]([OH:28])(=[O:27])[CH:24]=[CH:25][CH3:26].[CH2:29]1CCN2C(=NCCC2)C[CH2:30]1.[C:40](#N)C. No catalyst specified. The product is [CH3:26][C:25]([N:1]1[CH:5]=[C:4]([C:6]2[C:7]3[CH:14]=[CH:13][N:12]([CH2:15][O:16][CH2:17][CH2:18][Si:19]([CH3:22])([CH3:21])[CH3:20])[C:8]=3[N:9]=[CH:10][N:11]=2)[CH:3]=[N:2]1)([CH3:40])[CH2:24][C:23]([O:28][CH2:29][CH3:30])=[O:27]. The yield is 0.910. (4) The reactants are O.O.Cl[Sn]Cl.Cl.[N+:7]([C:10]1[CH:16]=[C:15]([N+:17]([O-])=O)[CH:14]=[C:13]([I:20])[C:11]=1[NH2:12])([O-])=O.[OH-].[Na+].CO.[CH3:25]COC(C)=O. No catalyst specified. The product is [I:20][C:13]1[C:11]2[N:12]=[CH:25][NH:7][C:10]=2[CH:16]=[C:15]([NH2:17])[CH:14]=1. The yield is 0.330. (5) The reactants are O1[CH:5]=[CH:4][CH:3]=[N:2]1.[O-]CC.[Na+].Cl.[NH2:11][NH:12][C:13]([NH2:15])=[O:14].[OH-].[Na+]. The catalyst is C(O)C. The product is [NH2:2][C:3]1[N:12]([C:13]([NH2:15])=[O:14])[N:11]=[CH:5][CH:4]=1. The yield is 0.216. (6) The reactants are [H-].[Na+].[N:3]1([C:10]2[C:19]3[C:14](=[CH:15][C:16]([CH2:20][OH:21])=[CH:17][CH:18]=3)[N:13]=[C:12]([CH3:22])[CH:11]=2)[CH2:9][CH2:8][CH2:7][CH2:6][CH2:5][CH2:4]1.F[C:24]1[CH:31]=[CH:30][C:27]([C:28]#[N:29])=[CH:26][CH:25]=1. The catalyst is CN(C)C=O. The product is [N:3]1([C:10]2[C:19]3[C:14](=[CH:15][C:16]([CH2:20][O:21][C:24]4[CH:31]=[CH:30][C:27]([C:28]#[N:29])=[CH:26][CH:25]=4)=[CH:17][CH:18]=3)[N:13]=[C:12]([CH3:22])[CH:11]=2)[CH2:4][CH2:5][CH2:6][CH2:7][CH2:8][CH2:9]1. The yield is 0.870. (7) The reactants are C([O-])([O-])=O.[Na+].[Na+].[N:7]1[CH:12]=[CH:11][C:10]([C:13]([NH:15][NH2:16])=[O:14])=[CH:9][CH:8]=1.[CH2:17]([O:19][C:20]1[CH:21]=[C:22]([CH:26]=[CH:27][C:28]=1[O:29][CH2:30][CH3:31])[C:23](Cl)=O)[CH3:18].O. The catalyst is CN1C(=O)CCC1. The product is [CH2:17]([O:19][C:20]1[CH:21]=[C:22]([C:23]2[O:14][C:13]([C:10]3[CH:11]=[CH:12][N:7]=[CH:8][CH:9]=3)=[N:15][N:16]=2)[CH:26]=[CH:27][C:28]=1[O:29][CH2:30][CH3:31])[CH3:18]. The yield is 0.670. (8) The reactants are [CH3:1][C:2]1[N:3]([CH:19]2[CH2:24][CH2:23][CH2:22][CH2:21][O:20]2)[N:4]=[C:5]2[C:14]3[CH:13]=[C:12]([N+:15]([O-:17])=[O:16])[CH:11]=[CH:10][C:9]=3[NH:8][C:7](=[O:18])[C:6]=12.[CH3:25][C:26]([O-:29])([CH3:28])[CH3:27].[K+].[C:31]([O-:34])([O-])=O.[K+].[K+]. The catalyst is CN(C=O)C. The product is [C:26]([O:29][C:31](=[O:34])[NH:3][CH2:2][CH2:6][CH2:5][N:8]1[C:9]2[CH:10]=[CH:11][C:12]([N+:15]([O-:17])=[O:16])=[CH:13][C:14]=2[C:5]2=[N:4][N:3]([CH:19]3[CH2:24][CH2:23][CH2:22][CH2:21][O:20]3)[C:2]([CH3:1])=[C:6]2[C:7]1=[O:18])([CH3:28])([CH3:27])[CH3:25]. The yield is 0.620. (9) The reactants are C(Cl)(=O)C(Cl)=O.CS(C)=O.[Cl:11][C:12]1[C:20]2[C:15](=[CH:16][N:17]=[C:18]([CH2:21][OH:22])[CH:19]=2)[O:14][CH:13]=1.CCN(CC)CC. The catalyst is C1COCC1.C(Cl)Cl. The product is [Cl:11][C:12]1[C:20]2[C:15](=[CH:16][N:17]=[C:18]([CH:21]=[O:22])[CH:19]=2)[O:14][CH:13]=1. The yield is 0.770.